From a dataset of Catalyst prediction with 721,799 reactions and 888 catalyst types from USPTO. Predict which catalyst facilitates the given reaction. Reactant: [CH3:1][C:2]1[CH:7]=[C:6]([C:8]2[CH:13]=[CH:12][C:11]([C:14]([F:17])([F:16])[F:15])=[CH:10][CH:9]=2)[C:5]([C:18](Cl)=[O:19])=[CH:4][CH:3]=1.[NH2:21][C:22]1[CH:38]=[CH:37][C:25]([C:26]([NH:28][CH2:29][CH2:30][C:31]2[CH:36]=[CH:35][CH:34]=[CH:33][N:32]=2)=[O:27])=[CH:24][CH:23]=1.C(N(CC)CC)C.C(OCC)(=O)C. Product: [CH3:1][C:2]1[CH:7]=[C:6]([C:8]2[CH:13]=[CH:12][C:11]([C:14]([F:17])([F:16])[F:15])=[CH:10][CH:9]=2)[C:5]([C:18]([NH:21][C:22]2[CH:38]=[CH:37][C:25]([C:26]([NH:28][CH2:29][CH2:30][C:31]3[CH:36]=[CH:35][CH:34]=[CH:33][N:32]=3)=[O:27])=[CH:24][CH:23]=2)=[O:19])=[CH:4][CH:3]=1. The catalyst class is: 30.